Dataset: Reaction yield outcomes from USPTO patents with 853,638 reactions. Task: Predict the reaction yield, written as a fraction of the theoretical maximum amount of product (1.0 means a 100% yield; for example, 0.34 means a 34% yield). (1) The reactants are [CH3:1][O:2][C:3]1[C:8]2[C:9](=[O:25])[N:10]3[CH2:17][CH2:16][N:15](C(OC(C)(C)C)=O)[CH2:14][CH:11]3[CH2:12][O:13][C:7]=2[CH:6]=[CH:5][CH:4]=1.C(OCC)(=O)C.[ClH:32]. No catalyst specified. The product is [ClH:32].[CH3:1][O:2][C:3]1[C:8]2[C:9](=[O:25])[N:10]3[CH2:17][CH2:16][NH:15][CH2:14][CH:11]3[CH2:12][O:13][C:7]=2[CH:6]=[CH:5][CH:4]=1. The yield is 0.870. (2) The reactants are C(NC(C)C)(C)C.[Br:8][C:9]1[CH:14]=[CH:13][N:12]=[C:11]2[N:15]([S:18]([C:21]3[CH:26]=[CH:25][C:24]([CH3:27])=[CH:23][CH:22]=3)(=[O:20])=[O:19])[CH:16]=[CH:17][C:10]=12.[I:28]I. The catalyst is C1COCC1. The product is [Br:8][C:9]1[CH:14]=[CH:13][N:12]=[C:11]2[N:15]([S:18]([C:21]3[CH:26]=[CH:25][C:24]([CH3:27])=[CH:23][CH:22]=3)(=[O:20])=[O:19])[C:16]([I:28])=[CH:17][C:10]=12. The yield is 0.700. (3) The reactants are [Cl:1][C:2]1[CH:3]=[C:4]([CH:17]=[C:18]([N+:20]([O-:22])=[O:21])[CH:19]=1)/[CH:5]=[N:6]/[C:7]1[CH:16]=[CH:15][C:10]([C:11]([O:13][CH3:14])=[O:12])=[CH:9][CH:8]=1. The catalyst is O1CCCC1.FC(F)(F)S([O-])(=O)=O.[Y+3].FC(F)(F)S([O-])(=O)=O.FC(F)(F)S([O-])(=O)=O. The product is [Cl:1][C:2]1[CH:3]=[C:4]([CH:5]2[C:10]([CH3:15])([CH3:9])[CH:11]([OH:12])[C:8]3[C:7](=[CH:16][CH:15]=[C:10]([C:11]([O:13][CH3:14])=[O:12])[CH:9]=3)[NH:6]2)[CH:17]=[C:18]([N+:20]([O-:22])=[O:21])[CH:19]=1. The yield is 0.590.